The task is: Predict the product of the given reaction.. This data is from Forward reaction prediction with 1.9M reactions from USPTO patents (1976-2016). (1) Given the reactants [Cl:1][C:2]1[CH:3]=[CH:4][C:5]2[NH:11][C:10](=O)[C@@H:9]([CH2:13][C:14]([O:16][CH2:17][CH:18]=[CH2:19])=[O:15])[S:8][C@H:7]([C:20]3[C:25]([O:26][CH3:27])=[CH:24][CH:23]=[CH:22][C:21]=3[O:28][CH3:29])[C:6]=2[CH:30]=1.COC1C=CC(P2(SP(C3C=CC(OC)=CC=3)(=S)S2)=[S:40])=CC=1, predict the reaction product. The product is: [Cl:1][C:2]1[CH:3]=[CH:4][C:5]2[NH:11][C:10](=[S:40])[C@@H:9]([CH2:13][C:14]([O:16][CH2:17][CH:18]=[CH2:19])=[O:15])[S:8][C@H:7]([C:20]3[C:25]([O:26][CH3:27])=[CH:24][CH:23]=[CH:22][C:21]=3[O:28][CH3:29])[C:6]=2[CH:30]=1. (2) Given the reactants Cl[C:2]1[C:11]2[C:6](=[CH:7][C:8]([CH2:12][OH:13])=[CH:9][CH:10]=2)[N:5]=[C:4]([CH3:14])[CH:3]=1.[NH:15]1[CH2:19][CH2:18][CH2:17][CH2:16]1, predict the reaction product. The product is: [CH3:14][C:4]1[CH:3]=[C:2]([N:15]2[CH2:19][CH2:18][CH2:17][CH2:16]2)[C:11]2[C:6](=[CH:7][C:8]([C:12]([N:15]3[CH2:19][CH2:18][CH2:17][CH2:16]3)=[O:13])=[CH:9][CH:10]=2)[N:5]=1. (3) Given the reactants [CH3:1][C:2]1[C:10]([NH:11][C:12]2[C:17]([C:18]#[N:19])=[CH:16][N:15]=[C:14]3[S:20][C:21]([C:23]4[CH2:24][CH2:25][NH:26][CH2:27][CH:28]=4)=[CH:22][C:13]=23)=[CH:9][CH:8]=[C:7]2[C:3]=1[CH:4]=[CH:5][NH:6]2.C(N(CC)CC)C.[S:36](Cl)([CH3:39])(=[O:38])=[O:37], predict the reaction product. The product is: [CH3:1][C:2]1[C:10]([NH:11][C:12]2[C:17]([C:18]#[N:19])=[CH:16][N:15]=[C:14]3[S:20][C:21]([C:23]4[CH2:24][CH2:25][N:26]([S:36]([CH3:39])(=[O:38])=[O:37])[CH2:27][CH:28]=4)=[CH:22][C:13]=23)=[CH:9][CH:8]=[C:7]2[C:3]=1[CH:4]=[CH:5][NH:6]2.